The task is: Regression. Given two drug SMILES strings and cell line genomic features, predict the synergy score measuring deviation from expected non-interaction effect.. This data is from NCI-60 drug combinations with 297,098 pairs across 59 cell lines. Synergy scores: CSS=3.65, Synergy_ZIP=2.16, Synergy_Bliss=3.58, Synergy_Loewe=1.07, Synergy_HSA=-0.993. Drug 1: CCC1(CC2CC(C3=C(CCN(C2)C1)C4=CC=CC=C4N3)(C5=C(C=C6C(=C5)C78CCN9C7C(C=CC9)(C(C(C8N6C)(C(=O)OC)O)OC(=O)C)CC)OC)C(=O)OC)O.OS(=O)(=O)O. Cell line: HT29. Drug 2: C1=CN(C=N1)CC(O)(P(=O)(O)O)P(=O)(O)O.